Dataset: Forward reaction prediction with 1.9M reactions from USPTO patents (1976-2016). Task: Predict the product of the given reaction. (1) Given the reactants [F:1][C:2]1[CH:7]=[CH:6][C:5]([C:8]2[O:32][C:11]3[CH:12]=[C:13]([C:20]4[N:21]([C:25]([O:27][C:28]([CH3:31])([CH3:30])[CH3:29])=[O:26])[CH:22]=[CH:23][CH:24]=4)[C:14]4[O:18][CH:17]([CH3:19])[CH2:16][C:15]=4[C:10]=3[C:9]=2[C:33]([NH:35][CH3:36])=[O:34])=[CH:4][CH:3]=1, predict the reaction product. The product is: [F:1][C:2]1[CH:7]=[CH:6][C:5]([C:8]2[O:32][C:11]3[CH:12]=[C:13]([CH:20]4[CH2:24][CH2:23][CH2:22][N:21]4[C:25]([O:27][C:28]([CH3:31])([CH3:29])[CH3:30])=[O:26])[C:14]4[O:18][CH:17]([CH3:19])[CH2:16][C:15]=4[C:10]=3[C:9]=2[C:33]([NH:35][CH3:36])=[O:34])=[CH:4][CH:3]=1. (2) Given the reactants [N:1]1[C:10]2[C:5](=[CH:6][CH:7]=[CH:8][CH:9]=2)[CH:4]=[N:3][CH:2]=1.S(=O)(=O)(O)O.[OH-].[K+].C([O-])([O-])=O.[K+].[K+].[N+:24]([O-])([OH:26])=[O:25], predict the reaction product. The product is: [N+:24]([C:7]1[CH:6]=[C:5]2[C:10](=[CH:9][CH:8]=1)[N:1]=[CH:2][N:3]=[CH:4]2)([O-:26])=[O:25]. (3) Given the reactants CN(C)C1C=CC=CC=1.P(Cl)(Cl)([Cl:12])=O.[CH2:15]([N:22]1[CH2:31][CH2:30][CH:29]2[C:24](=[N:25][C:26]([CH2:33][N:34]3[CH2:39][CH2:38][O:37][CH2:36][CH2:35]3)=[N:27][C:28]2=O)[CH2:23]1)[C:16]1[CH:21]=[CH:20][CH:19]=[CH:18][CH:17]=1.C(=O)(O)[O-].[Na+], predict the reaction product. The product is: [CH2:15]([N:22]1[CH2:31][CH2:30][C:29]2[C:28]([Cl:12])=[N:27][C:26]([CH2:33][N:34]3[CH2:39][CH2:38][O:37][CH2:36][CH2:35]3)=[N:25][C:24]=2[CH2:23]1)[C:16]1[CH:21]=[CH:20][CH:19]=[CH:18][CH:17]=1. (4) Given the reactants C(N(N=O)[C:9](=[O:37])[CH:10]([N:19]1[C:23]2[CH:24]=[C:25]([F:29])[C:26]([F:28])=[CH:27][C:22]=2[N:21]=[C:20]1[C:30]1[CH:35]=[CH:34][C:33]([Cl:36])=[CH:32][CH:31]=1)[CH:11]1[CH2:16][CH2:15][C:14]([F:18])([F:17])[CH2:13][CH2:12]1)C1C=CC=CC=1.O.[OH-].[Li+].OO.C(O)(=[O:47])C, predict the reaction product. The product is: [Cl:36][C:33]1[CH:32]=[CH:31][C:30]([C:20]2[N:19]([CH:10]([CH:11]3[CH2:12][CH2:13][C:14]([F:17])([F:18])[CH2:15][CH2:16]3)[C:9]([OH:47])=[O:37])[C:23]3[CH:24]=[C:25]([F:29])[C:26]([F:28])=[CH:27][C:22]=3[N:21]=2)=[CH:35][CH:34]=1.